This data is from Forward reaction prediction with 1.9M reactions from USPTO patents (1976-2016). The task is: Predict the product of the given reaction. (1) Given the reactants [CH3:1][O:2][CH2:3][C:4]1[N:8]([CH3:9])[N:7]=[C:6]([NH2:10])[CH:5]=1.Br[C:12]1[C:13](=[O:20])[N:14]([CH3:19])[CH:15]=[C:16]([Br:18])[CH:17]=1, predict the reaction product. The product is: [Br:18][C:16]1[CH:17]=[C:12]([NH:10][C:6]2[CH:5]=[C:4]([CH2:3][O:2][CH3:1])[N:8]([CH3:9])[N:7]=2)[C:13](=[O:20])[N:14]([CH3:19])[CH:15]=1. (2) Given the reactants [C:1](Cl)(=[O:5])[C:2](Cl)=O.[OH:7][C:8]1[C:17]2[C:12](=[CH:13][C:14]([C:18]3[CH:19]=[C:20]([CH:24]=[CH:25][C:26]=3[CH3:27])[C:21](O)=[O:22])=[CH:15][CH:16]=2)[CH:11]=[N:10][N:9]=1, predict the reaction product. The product is: [OH:7][C:8]1[C:17]2[C:12](=[CH:13][C:14]([C:18]3[CH:19]=[C:20]([CH:24]=[CH:25][C:26]=3[CH3:27])[C:21]([O:5][CH2:1][CH3:2])=[O:22])=[CH:15][CH:16]=2)[CH:11]=[N:10][N:9]=1. (3) The product is: [F:28][C:26]1[CH:25]=[CH:24][C:23]([S:29]([CH3:32])(=[O:30])=[O:31])=[C:22]([C:20]2[N:19]=[C:18]([N:33]3[CH2:38][CH2:37][O:36][CH2:35][C@@H:34]3[CH3:39])[N:17]=[C:16]([C:13]3[CH:14]=[CH:15][C:10]([NH:9][C:8]([NH:47][CH:45]4[CH2:46][CH:43]([O:42][CH3:41])[CH2:44]4)=[O:40])=[CH:11][CH:12]=3)[CH:21]=2)[CH:27]=1. Given the reactants C1(O[C:8](=[O:40])[NH:9][C:10]2[CH:15]=[CH:14][C:13]([C:16]3[CH:21]=[C:20]([C:22]4[CH:27]=[C:26]([F:28])[CH:25]=[CH:24][C:23]=4[S:29]([CH3:32])(=[O:31])=[O:30])[N:19]=[C:18]([N:33]4[CH2:38][CH2:37][O:36][CH2:35][C@@H:34]4[CH3:39])[N:17]=3)=[CH:12][CH:11]=2)C=CC=CC=1.[CH3:41][O:42][CH:43]1[CH2:46][CH:45]([NH2:47])[CH2:44]1, predict the reaction product. (4) Given the reactants [CH3:1][O:2][C:3]1[CH:4]=[C:5]2[C:9](=[CH:10][C:11]=1[O:12][CH3:13])[N:8]([CH3:14])[CH:7]=[C:6]2[C:15]#[C:16][C:17]1[C:18]([NH2:24])=[N:19][CH:20]=[C:21]([F:23])[CH:22]=1.CC(C)([O-])C.[K+].ClCCl.C(OCC)(=O)C, predict the reaction product. The product is: [CH3:1][O:2][C:3]1[CH:4]=[C:5]2[C:9](=[CH:10][C:11]=1[O:12][CH3:13])[N:8]([CH3:14])[CH:7]=[C:6]2[C:15]1[NH:24][C:18]2=[N:19][CH:20]=[C:21]([F:23])[CH:22]=[C:17]2[CH:16]=1. (5) Given the reactants C([N:8]1[C@@H:13]([CH3:14])[CH2:12][N:11]([C:15]([O:17][C:18]([CH3:21])([CH3:20])[CH3:19])=[O:16])[C@H:10]([CH3:22])[CH2:9]1)C1C=CC=CC=1.C(O)=O, predict the reaction product. The product is: [CH3:22][C@@H:10]1[CH2:9][NH:8][C@@H:13]([CH3:14])[CH2:12][N:11]1[C:15]([O:17][C:18]([CH3:20])([CH3:19])[CH3:21])=[O:16]. (6) Given the reactants [N+](C1C=CC(C([O:10][C@@H:11]2[CH2:28][N:14]3[C:15](=[O:27])[CH2:16][CH2:17][N:18]([C:20]([O:22][C:23]([CH3:26])([CH3:25])[CH3:24])=[O:21])[CH2:19][C@H:13]3[CH2:12]2)=O)=CC=1)([O-])=O.C(=O)([O-])[O-].[K+].[K+].ClCCl, predict the reaction product. The product is: [OH:10][C@@H:11]1[CH2:28][N:14]2[C:15](=[O:27])[CH2:16][CH2:17][N:18]([C:20]([O:22][C:23]([CH3:24])([CH3:25])[CH3:26])=[O:21])[CH2:19][C@H:13]2[CH2:12]1. (7) Given the reactants [NH2:1][C:2]1[C:7]([CH:8]=O)=[CH:6][N:5]=[C:4]([N:10]2[CH2:15][CH2:14][N:13]([CH3:16])[CH2:12][CH2:11]2)[N:3]=1.C[O:18][C:19](=O)[CH2:20][C:21]([NH:23][C:24]1[CH:29]=[C:28]([C:30](=[O:40])[NH:31][C@@H:32]([C:34]2[CH:39]=[CH:38][CH:37]=[CH:36][CH:35]=2)[CH3:33])[CH:27]=[CH:26][C:25]=1[Cl:41])=[O:22].N1CCCCC1, predict the reaction product. The product is: [Cl:41][C:25]1[CH:26]=[CH:27][C:28]([C:30](=[O:40])[NH:31][C@@H:32]([C:34]2[CH:39]=[CH:38][CH:37]=[CH:36][CH:35]=2)[CH3:33])=[CH:29][C:24]=1[NH:23][C:21]([C:20]1[C:19](=[O:18])[NH:1][C:2]2[N:3]=[C:4]([N:10]3[CH2:15][CH2:14][N:13]([CH3:16])[CH2:12][CH2:11]3)[N:5]=[CH:6][C:7]=2[CH:8]=1)=[O:22]. (8) Given the reactants [CH3:1][C:2]1[N:7]2[CH:8]=[CH:9][N:10]=[C:6]2[C:5]([C:11]2[CH:16]=[CH:15][CH:14]=[CH:13][CH:12]=2)=[C:4]([C:17]2[CH:24]=[CH:23][C:20]([CH:21]=O)=[CH:19][CH:18]=2)[N:3]=1.Cl.Cl.[NH:27]1[CH2:32][CH2:31][CH:30]([C:33]2[N:34]=[C:35]([C:38]3[CH:43]=[CH:42][CH:41]=[CH:40][N:39]=3)[NH:36][N:37]=2)[CH2:29][CH2:28]1.C(N(CC)CC)C.[BH-](OC(C)=O)(OC(C)=O)OC(C)=O.[Na+], predict the reaction product. The product is: [CH3:1][C:2]1[N:7]2[CH:8]=[CH:9][N:10]=[C:6]2[C:5]([C:11]2[CH:16]=[CH:15][CH:14]=[CH:13][CH:12]=2)=[C:4]([C:17]2[CH:24]=[CH:23][C:20]([CH2:21][N:27]3[CH2:32][CH2:31][CH:30]([C:33]4[N:34]=[C:35]([C:38]5[CH:43]=[CH:42][CH:41]=[CH:40][N:39]=5)[NH:36][N:37]=4)[CH2:29][CH2:28]3)=[CH:19][CH:18]=2)[N:3]=1.